This data is from Full USPTO retrosynthesis dataset with 1.9M reactions from patents (1976-2016). The task is: Predict the reactants needed to synthesize the given product. (1) Given the product [Br:16][C:17]1[CH:18]=[C:19]2[C:7]([C:1]3[CH:6]=[CH:5][CH:4]=[CH:3][CH:2]=3)=[C:8]([C:9]3[CH:14]=[CH:13][CH:12]=[CH:11][CH:10]=3)[NH:23][C:20]2=[N:21][CH:22]=1, predict the reactants needed to synthesize it. The reactants are: [C:1]1([C:7](=O)[CH2:8][C:9]2[CH:14]=[CH:13][CH:12]=[CH:11][CH:10]=2)[CH:6]=[CH:5][CH:4]=[CH:3][CH:2]=1.[Br:16][C:17]1[CH:18]=[CH:19][C:20]([NH:23]N)=[N:21][CH:22]=1. (2) Given the product [CH:1]([C:4]1[N:5]=[C:6]([CH2:9][CH2:10][C:11]2[CH:29]=[CH:28][N:14]3[C:15](=[O:27])[C:16](/[CH:25]=[CH:39]/[C:37]([O:36][C:32]([CH3:33])([CH3:34])[CH3:35])=[O:38])=[C:17]([N:19]4[CH2:24][CH2:23][O:22][CH2:21][CH2:20]4)[N:18]=[C:13]3[C:12]=2[O:30][CH3:31])[S:7][CH:8]=1)([CH3:3])[CH3:2], predict the reactants needed to synthesize it. The reactants are: [CH:1]([C:4]1[N:5]=[C:6]([CH2:9][CH2:10][C:11]2[CH:29]=[CH:28][N:14]3[C:15](=[O:27])[C:16]([CH:25]=O)=[C:17]([N:19]4[CH2:24][CH2:23][O:22][CH2:21][CH2:20]4)[N:18]=[C:13]3[C:12]=2[O:30][CH3:31])[S:7][CH:8]=1)([CH3:3])[CH3:2].[C:32]([O:36][C:37]([CH:39]=P(C1C=CC=CC=1)(C1C=CC=CC=1)C1C=CC=CC=1)=[O:38])([CH3:35])([CH3:34])[CH3:33]. (3) Given the product [C:33]([NH:1][CH2:2][CH2:3][C@@H:4]1[CH2:8][CH2:7][CH2:6][N:5]1[C:9]([C:11]1[CH:31]=[CH:30][C:14]([C:15]([NH:17][C@H:18]([C:20]2[NH:24][C:23]3[CH:25]=[CH:26][C:27]([Cl:29])=[CH:28][C:22]=3[N:21]=2)[CH3:19])=[O:16])=[CH:13][C:12]=1[Cl:32])=[O:10])(=[O:35])[CH3:34], predict the reactants needed to synthesize it. The reactants are: [NH2:1][CH2:2][CH2:3][C@@H:4]1[CH2:8][CH2:7][CH2:6][N:5]1[C:9]([C:11]1[CH:31]=[CH:30][C:14]([C:15]([NH:17][C@H:18]([C:20]2[NH:24][C:23]3[CH:25]=[CH:26][C:27]([Cl:29])=[CH:28][C:22]=3[N:21]=2)[CH3:19])=[O:16])=[CH:13][C:12]=1[Cl:32])=[O:10].[C:33](OC(=O)C)(=[O:35])[CH3:34].[Cl-].[Na+].ClCl.